Dataset: Peptide-MHC class I binding affinity with 185,985 pairs from IEDB/IMGT. Task: Regression. Given a peptide amino acid sequence and an MHC pseudo amino acid sequence, predict their binding affinity value. This is MHC class I binding data. (1) The peptide sequence is YPQLSAIAL. The MHC is HLA-A31:01 with pseudo-sequence HLA-A31:01. The binding affinity (normalized) is 0.0847. (2) The peptide sequence is QLAFTYCQV. The MHC is HLA-A02:03 with pseudo-sequence HLA-A02:03. The binding affinity (normalized) is 1.00.